Predict which catalyst facilitates the given reaction. From a dataset of Catalyst prediction with 721,799 reactions and 888 catalyst types from USPTO. (1) Reactant: [H-].[Na+].[CH3:3][CH:4]1[CH2:9][CH2:8][N:7]([C:10]([C:12]2[CH:20]=[CH:19][C:18]3[NH:17][C:16]4[CH2:21][CH2:22][N:23]([C:25]([O:27][C:28]([CH3:31])([CH3:30])[CH3:29])=[O:26])[CH2:24][C:15]=4[C:14]=3[CH:13]=2)=[O:11])[CH2:6][CH2:5]1.[C:32](Cl)(=[O:36])[CH2:33][CH2:34][CH3:35]. Product: [C:32]([N:17]1[C:18]2[CH:19]=[CH:20][C:12]([C:10]([N:7]3[CH2:8][CH2:9][CH:4]([CH3:3])[CH2:5][CH2:6]3)=[O:11])=[CH:13][C:14]=2[C:15]2[CH2:24][N:23]([C:25]([O:27][C:28]([CH3:30])([CH3:29])[CH3:31])=[O:26])[CH2:22][CH2:21][C:16]1=2)(=[O:36])[CH2:33][CH2:34][CH3:35]. The catalyst class is: 3. (2) The catalyst class is: 2. Product: [Si:1]([O:8][CH2:9][CH2:10][C@@H:11]([C:30]1[CH:35]=[CH:34][C:33]([Cl:36])=[C:32]([Cl:37])[CH:31]=1)[CH2:12][NH:13][C:14](=[O:29])[C:15]1[CH:20]=[CH:19][CH:18]=[C:17]([C:21]#[N:22])[C:16]=1[O:23][CH2:24][C@@H:25]([CH3:28])[CH2:26][O:27][S:46]([CH3:45])(=[O:48])=[O:47])([C:4]([CH3:7])([CH3:5])[CH3:6])([CH3:3])[CH3:2]. Reactant: [Si:1]([O:8][CH2:9][CH2:10][C@@H:11]([C:30]1[CH:35]=[CH:34][C:33]([Cl:36])=[C:32]([Cl:37])[CH:31]=1)[CH2:12][NH:13][C:14](=[O:29])[C:15]1[CH:20]=[CH:19][CH:18]=[C:17]([C:21]#[N:22])[C:16]=1[O:23][CH2:24][C@H:25]([CH3:28])[CH2:26][OH:27])([C:4]([CH3:7])([CH3:6])[CH3:5])([CH3:3])[CH3:2].C(N(CC)CC)C.[CH3:45][S:46](Cl)(=[O:48])=[O:47]. (3) Product: [Br:14][CH2:11][CH2:10][C:7]1[C:6]2[CH:13]=[C:2]([F:1])[CH:3]=[CH:4][C:5]=2[O:9][CH:8]=1. Reactant: [F:1][C:2]1[CH:3]=[CH:4][C:5]2[O:9][CH:8]=[C:7]([CH2:10][CH2:11]O)[C:6]=2[CH:13]=1.[Br:14]C(Br)(Br)Br. The catalyst class is: 10. (4) Reactant: [CH3:1][O:2][C:3]1[CH:4]=[C:5]([CH3:12])[N+:6]([O-])=[N:7][C:8]=1[O:9][CH3:10].[C:13]([O:16]C(=O)C)(=[O:15])[CH3:14]. Product: [C:13]([O:16][CH2:12][C:5]1[N:6]=[N:7][C:8]([O:9][CH3:10])=[C:3]([O:2][CH3:1])[CH:4]=1)(=[O:15])[CH3:14]. The catalyst class is: 6. (5) Reactant: [C:1](Cl)(Cl)=[O:2].[C:5]([O:9][C:10](=[O:32])[NH:11][CH2:12][C@H:13]([OH:31])[CH2:14][NH:15][C:16]1[CH:17]=[C:18]2[C:22](=[C:23]([F:25])[CH:24]=1)[N:21]([CH2:26][CH:27]1[CH2:29][CH2:28]1)[C:20](=[O:30])[CH2:19]2)([CH3:8])([CH3:7])[CH3:6].C(N(CC)CC)C. Product: [C:5]([O:9][C:10](=[O:32])[NH:11][CH2:12][C@@H:13]1[O:31][C:1](=[O:2])[N:15]([C:16]2[CH:17]=[C:18]3[C:22](=[C:23]([F:25])[CH:24]=2)[N:21]([CH2:26][CH:27]2[CH2:28][CH2:29]2)[C:20](=[O:30])[CH2:19]3)[CH2:14]1)([CH3:8])([CH3:6])[CH3:7]. The catalyst class is: 4. (6) Reactant: [Cl:1][C:2]1[CH:7]=[CH:6][C:5]([C:8]2[S:12][C:11]([C:13]([O:15]C)=O)=[C:10]([N:17]=[CH:18][N:19]([CH3:21])C)[CH:9]=2)=[CH:4][CH:3]=1.Cl.NC[CH2:25][C:26]1[CH:38]=[CH:37][C:29]([CH2:30][N:31]2[CH2:35][CH2:34][CH2:33][C:32]2=[O:36])=[CH:28][CH:27]=1.C(N(CC)C(C)C)(C)C.C(O)C. Product: [Cl:1][C:2]1[CH:3]=[CH:4][C:5]([C:8]2[S:12][C:11]3[C:13](=[O:15])[N:19]([CH2:21][CH2:25][C:26]4[CH:27]=[CH:28][C:29]([CH2:30][N:31]5[CH2:35][CH2:34][CH2:33][C:32]5=[O:36])=[CH:37][CH:38]=4)[CH:18]=[N:17][C:10]=3[CH:9]=2)=[CH:6][CH:7]=1. The catalyst class is: 13. (7) Reactant: Br[C:2]1[S:3][C:4]([C:8]([NH2:10])=[O:9])=[C:5]([CH3:7])[N:6]=1.C(=O)([O-])[O-].[K+].[K+].[NH:17]1[CH2:22][CH2:21][NH:20][CH2:19][CH2:18]1. Product: [CH3:7][C:5]1[N:6]=[C:2]([N:17]2[CH2:22][CH2:21][NH:20][CH2:19][CH2:18]2)[S:3][C:4]=1[C:8]([NH2:10])=[O:9]. The catalyst class is: 3.